Dataset: Forward reaction prediction with 1.9M reactions from USPTO patents (1976-2016). Task: Predict the product of the given reaction. (1) Given the reactants C([O:8][C:9]1[CH:14]=[CH:13][N:12]([C:15]2[CH:23]=[CH:22][C:21]3[C:17](=[C:18]([CH3:26])[N:19]([CH2:24][CH3:25])[N:20]=3)[CH:16]=2)[C:11](=[O:27])[CH:10]=1)C1C=CC=CC=1, predict the reaction product. The product is: [CH2:24]([N:19]1[C:18]([CH3:26])=[C:17]2[C:21]([CH:22]=[CH:23][C:15]([N:12]3[CH:13]=[CH:14][C:9]([OH:8])=[CH:10][C:11]3=[O:27])=[CH:16]2)=[N:20]1)[CH3:25]. (2) Given the reactants [Br:1][C:2]1[C:7]([OH:8])=[CH:6][CH:5]=[C:4]([CH3:9])[C:3]=1[CH:10]([OH:15])[C:11]([O:13][CH3:14])=[O:12].C(=O)([O-])[O-].[Cs+].[Cs+].[I-].[Na+], predict the reaction product. The product is: [CH2:10]([O:8][C:7]1[C:2]([Br:1])=[C:3]([CH:10]([OH:15])[C:11]([O:13][CH3:14])=[O:12])[C:4]([CH3:9])=[CH:5][CH:6]=1)[C:3]1[CH:4]=[CH:5][CH:6]=[CH:7][CH:2]=1. (3) The product is: [NH2:1][CH2:4][CH2:5][C:6]1[C:7]([NH2:12])=[N:8][CH:9]=[CH:10][CH:11]=1. Given the reactants [N:1]([CH2:4][CH2:5][C:6]1[C:7]([N+:12]([O-])=O)=[N:8][CH:9]=[CH:10][CH:11]=1)=[N+]=[N-].[H][H], predict the reaction product. (4) Given the reactants [CH3:1][I:2].[F:3][C:4]1[CH:9]=[CH:8][C:7]([F:10])=[CH:6][C:5]=1[C:11](=[S:13])[NH2:12], predict the reaction product. The product is: [IH:2].[F:3][C:4]1[CH:9]=[CH:8][C:7]([F:10])=[CH:6][C:5]=1[C:11]([S:13][CH3:1])=[NH:12]. (5) Given the reactants Br[C:2]1[CH:7]=[CH:6][C:5]([OH:8])=[C:4]([F:9])[CH:3]=1.C([O-])(=O)C.[K+].[CH3:15][C:16]1([CH3:32])[C:20]([CH3:22])([CH3:21])[O:19][B:18]([B:18]2[O:19][C:20]([CH3:22])([CH3:21])[C:16]([CH3:32])([CH3:15])[O:17]2)[O:17]1, predict the reaction product. The product is: [F:9][C:4]1[CH:3]=[C:2]([B:18]2[O:19][C:20]([CH3:22])([CH3:21])[C:16]([CH3:32])([CH3:15])[O:17]2)[CH:7]=[CH:6][C:5]=1[OH:8]. (6) Given the reactants [CH:1]1(O)[C:11]2=[C:12]3[C:7](=[CH:8][CH:9]=[CH:10]2)[CH:6]=[CH:5][CH:4]=[C:3]3[CH2:2]1.P(Br)(Br)[Br:15], predict the reaction product. The product is: [Br:15][CH:1]1[C:11]2=[C:12]3[C:7](=[CH:8][CH:9]=[CH:10]2)[CH:6]=[CH:5][CH:4]=[C:3]3[CH2:2]1. (7) Given the reactants [CH2:1]([C@H:4]1[CH2:8][C@H:7]([CH2:9][C:10]2[CH:15]=[CH:14][C:13]([N+:16]([O-:18])=[O:17])=[CH:12][CH:11]=2)[N:6]([C:19]([O:21][C:22]([CH3:25])([CH3:24])[CH3:23])=[O:20])[C:5]1=[O:26])[CH:2]=C.[O:27]=[O+][O-].CS(C)=O, predict the reaction product. The product is: [N+:16]([C:13]1[CH:12]=[CH:11][C:10]([CH2:9][C@@H:7]2[N:6]([C:19]([O:21][C:22]([CH3:23])([CH3:25])[CH3:24])=[O:20])[C:5](=[O:26])[C@@H:4]([CH2:1][CH:2]=[O:27])[CH2:8]2)=[CH:15][CH:14]=1)([O-:18])=[O:17].